This data is from Hepatocyte clearance measurements from AstraZeneca. The task is: Regression/Classification. Given a drug SMILES string, predict its absorption, distribution, metabolism, or excretion properties. Task type varies by dataset: regression for continuous measurements (e.g., permeability, clearance, half-life) or binary classification for categorical outcomes (e.g., BBB penetration, CYP inhibition). For this dataset (clearance_hepatocyte_az), we predict log10(clearance) (log10 of the in vitro intrinsic clearance, CLint, in uL/min per 10^6 hepatocytes; values are censored to the assay range of 3 to 150, which is 0.477 to 2.18 on this log10 scale). (1) The compound is CS(=O)(=O)N1CCN(Cc2cc3nc(-c4cccc5[nH]ncc45)nc(N4CCOCC4)c3s2)CC1. The log10(clearance) is 1.52. (2) The molecule is Cc1cccc([C@H](C)c2c[nH]c(=S)[nH]2)c1C. The log10(clearance) is 1.41. (3) The compound is Cc1ccc(C(=O)Nc2ccc(CN3CCN(C)CC3)c(C(F)(F)F)c2)cc1C#Cc1cnc2cccnn12. The log10(clearance) is 0.670. (4) The drug is Cn1c(-c2ccccc2C(F)(F)F)nnc1C12CCC(c3noc(-c4ccc(F)cc4)n3)(CC1)CC2. The log10(clearance) is 0.900. (5) The drug is CS(=O)(=O)N1CCc2c(-c3cnc(N)nc3)nc(N3CCOCC3)nc21. The log10(clearance) is 0.730.